Dataset: Reaction yield outcomes from USPTO patents with 853,638 reactions. Task: Predict the reaction yield, written as a fraction of the theoretical maximum amount of product (1.0 means a 100% yield; for example, 0.34 means a 34% yield). (1) The reactants are [CH2:1]([O:8][C:9]1[CH:18]=[C:17]2[C:12]([C:13](Cl)=[CH:14][CH:15]=[N:16]2)=[CH:11][C:10]=1[O:20][CH3:21])[C:2]1[CH:7]=[CH:6][CH:5]=[CH:4][CH:3]=1.[F:22][C:23]1[CH:24]=[C:25]([NH:30][C:31](=[O:43])[C:32]([NH:34][CH2:35][CH2:36][C:37]2[CH:42]=[CH:41][CH:40]=[CH:39][CH:38]=2)=[O:33])[CH:26]=[CH:27][C:28]=1[OH:29]. The catalyst is CN(C1C=CN=CC=1)C.BrC1C=CC=CC=1. The product is [CH2:1]([O:8][C:9]1[CH:18]=[C:17]2[C:12]([C:13]([O:29][C:28]3[CH:27]=[CH:26][C:25]([NH:30][C:31](=[O:43])[C:32]([NH:34][CH2:35][CH2:36][C:37]4[CH:38]=[CH:39][CH:40]=[CH:41][CH:42]=4)=[O:33])=[CH:24][C:23]=3[F:22])=[CH:14][CH:15]=[N:16]2)=[CH:11][C:10]=1[O:20][CH3:21])[C:2]1[CH:7]=[CH:6][CH:5]=[CH:4][CH:3]=1. The yield is 0.610. (2) The reactants are Br[C:2]1[CH:9]=[N:8][CH:7]=[C:6]([N:10]2[CH:22]=[CH:21][N:13]3[C:14]4[CH2:15][CH2:16][CH2:17][CH2:18][C:19]=4[CH:20]=[C:12]3[C:11]2=[O:23])[C:3]=1[CH:4]=[O:5].[CH3:24][N:25]1[CH:30]=[C:29](B2OC(C)(C)C(C)(C)O2)[CH:28]=[C:27]([NH:40][C:41]2[CH:46]=[CH:45][C:44]([N:47]3[CH2:52][CH2:51][N:50]([CH:53]4[CH2:56][O:55][CH2:54]4)[CH2:49][CH2:48]3)=[CH:43][N:42]=2)[C:26]1=[O:57].[O-]P([O-])([O-])=O.[K+].[K+].[K+].CC([O-])=O.[Na+]. The catalyst is CC#N.O.C1C=CC(P(C2C=CC=CC=2)[C-]2C=CC=C2)=CC=1.C1C=CC(P(C2C=CC=CC=2)[C-]2C=CC=C2)=CC=1.Cl[Pd]Cl.[Fe+2]. The product is [CH3:24][N:25]1[C:26](=[O:57])[C:27]([NH:40][C:41]2[CH:46]=[CH:45][C:44]([N:47]3[CH2:52][CH2:51][N:50]([CH:53]4[CH2:54][O:55][CH2:56]4)[CH2:49][CH2:48]3)=[CH:43][N:42]=2)=[CH:28][C:29]([C:2]2[CH:9]=[N:8][CH:7]=[C:6]([N:10]3[CH:22]=[CH:21][N:13]4[C:14]5[CH2:15][CH2:16][CH2:17][CH2:18][C:19]=5[CH:20]=[C:12]4[C:11]3=[O:23])[C:3]=2[CH:4]=[O:5])=[CH:30]1. The yield is 0.480. (3) The reactants are [O:1]1[C:5]2[CH:6]=[CH:7][C:8]([CH2:10][C:11](Cl)=[O:12])=[CH:9][C:4]=2[O:3][CH2:2]1.[NH2:14][C:15]1[CH:23]=[C:22]([F:24])[CH:21]=[C:20]([F:25])[C:16]=1[C:17]([OH:19])=[O:18].N1C=CC=CC=1. The catalyst is ClCCl. The product is [O:1]1[C:5]2[CH:6]=[CH:7][C:8]([CH2:10][C:11]([NH:14][C:15]3[CH:23]=[C:22]([F:24])[CH:21]=[C:20]([F:25])[C:16]=3[C:17]([OH:19])=[O:18])=[O:12])=[CH:9][C:4]=2[O:3][CH2:2]1. The yield is 0.800. (4) The reactants are C([O:8][C:9]1[CH:10]=[C:11](B(O)O)[CH:12]=[C:13]([F:15])[CH:14]=1)C1C=CC=CC=1.I[C:20]1[C:28]2[C:23](=[N:24][CH:25]=[N:26][C:27]=2[NH2:29])[N:22]([CH:30]([CH3:32])[CH3:31])[N:21]=1.C([O-])([O-])=O.[Na+].[Na+]. The catalyst is CCO.COCCOC.C1C=CC([P]([Pd]([P](C2C=CC=CC=2)(C2C=CC=CC=2)C2C=CC=CC=2)([P](C2C=CC=CC=2)(C2C=CC=CC=2)C2C=CC=CC=2)[P](C2C=CC=CC=2)(C2C=CC=CC=2)C2C=CC=CC=2)(C2C=CC=CC=2)C2C=CC=CC=2)=CC=1. The product is [NH2:29][C:27]1[N:26]=[CH:25][N:24]=[C:23]2[N:22]([CH:30]([CH3:32])[CH3:31])[N:21]=[C:20]([C:11]3[CH:10]=[C:9]([OH:8])[CH:14]=[C:13]([F:15])[CH:12]=3)[C:28]=12. The yield is 0.600.